Predict which catalyst facilitates the given reaction. From a dataset of Catalyst prediction with 721,799 reactions and 888 catalyst types from USPTO. (1) Reactant: [C:1]1([C:7]2[N:12]=[C:11]([Cl:13])[N:10]=[C:9](Cl)[CH:8]=2)[CH:6]=[CH:5][CH:4]=[CH:3][CH:2]=1.[NH2:15][C@@H:16]([CH3:25])[C:17]([NH:19][CH2:20][C:21]([F:24])([F:23])[F:22])=[O:18].C(N(C(C)C)CC)(C)C. Product: [Cl:13][C:11]1[N:10]=[C:9]([NH:15][CH:16]([CH3:25])[C:17]([NH:19][CH2:20][C:21]([F:22])([F:23])[F:24])=[O:18])[CH:8]=[C:7]([C:1]2[CH:6]=[CH:5][CH:4]=[CH:3][CH:2]=2)[N:12]=1. The catalyst class is: 32. (2) Reactant: [CH3:1][C:2]#[N:3].[Li]N([Si](C)(C)C)[Si](C)(C)C.[CH:14]1([C:20](OC)=[O:21])[CH2:19][CH2:18][CH2:17][CH2:16][CH2:15]1. Product: [CH:14]1([C:20](=[O:21])[CH2:1][C:2]#[N:3])[CH2:19][CH2:18][CH2:17][CH2:16][CH2:15]1. The catalyst class is: 1. (3) Reactant: [CH3:1][C:2]1[N:6]([CH:7]([CH3:9])[CH3:8])[C:5]([C:10]2[CH:15]=[CH:14][N:13]=[C:12]([NH:16][CH:17]3[CH2:22][CH2:21][NH:20][CH2:19][CH2:18]3)[N:11]=2)=[CH:4][N:3]=1.[CH3:23][C:24]([CH3:39])([O:26][C:27]([N:29]1[CH2:34][CH2:33][CH:32]([CH2:35][C:36](O)=[O:37])[CH2:31][CH2:30]1)=[O:28])[CH3:25].CN(C(ON1N=NC2C=CC=NC1=2)=[N+](C)C)C.F[P-](F)(F)(F)(F)F.CCN(C(C)C)C(C)C. Product: [CH3:1][C:2]1[N:6]([CH:7]([CH3:9])[CH3:8])[C:5]([C:10]2[CH:15]=[CH:14][N:13]=[C:12]([NH:16][CH:17]3[CH2:18][CH2:19][N:20]([C:36](=[O:37])[CH2:35][CH:32]4[CH2:33][CH2:34][N:29]([C:27]([O:26][C:24]([CH3:25])([CH3:23])[CH3:39])=[O:28])[CH2:30][CH2:31]4)[CH2:21][CH2:22]3)[N:11]=2)=[CH:4][N:3]=1. The catalyst class is: 3.